Predict the reactants needed to synthesize the given product. From a dataset of Full USPTO retrosynthesis dataset with 1.9M reactions from patents (1976-2016). Given the product [CH3:1][O:2][C:3]1[CH:8]=[CH:7][C:6]([NH:9][S:10]([CH2:18][C:17](=[O:16])[CH3:19])(=[O:12])=[O:11])=[CH:5][CH:4]=1, predict the reactants needed to synthesize it. The reactants are: [CH3:1][O:2][C:3]1[CH:8]=[CH:7][C:6]([NH:9][S:10](Cl)(=[O:12])=[O:11])=[CH:5][CH:4]=1.C[Si](C)(C)[O:16][C:17]([CH3:19])=[CH2:18].C(N(CC)CC)C.